Dataset: Full USPTO retrosynthesis dataset with 1.9M reactions from patents (1976-2016). Task: Predict the reactants needed to synthesize the given product. (1) Given the product [CH3:1][O:2][C:3]([CH:5]1[CH2:9][CH2:8][CH:7]([O:10][CH3:18])[N:6]1[C:11]([O:13][C:14]([CH3:17])([CH3:16])[CH3:15])=[O:12])=[O:4], predict the reactants needed to synthesize it. The reactants are: [CH3:1][O:2][C:3]([CH:5]1[CH2:9][CH2:8][CH:7]([OH:10])[N:6]1[C:11]([O:13][C:14]([CH3:17])([CH3:16])[CH3:15])=[O:12])=[O:4].[C:18]1(C)C=CC(S(O)(=O)=O)=CC=1. (2) Given the product [CH3:1][N:2]([CH3:8])[CH2:3][CH2:4][CH2:5][CH2:6][NH:7][C:10]1[N:15]=[CH:14][C:13]([C:16]([NH:18][C:19]2[CH:24]=[C:23]([NH:25][C:26]([C:28]3[CH:33]=[CH:32][N:31]=[C:30]([N:34]4[CH2:35][CH2:36][O:37][CH2:38][CH2:39]4)[CH:29]=3)=[O:27])[CH:22]=[CH:21][C:20]=2[CH3:40])=[O:17])=[CH:12][CH:11]=1, predict the reactants needed to synthesize it. The reactants are: [CH3:1][N:2]([CH3:8])[CH2:3][CH2:4][CH2:5][CH2:6][NH2:7].Cl[C:10]1[N:15]=[CH:14][C:13]([C:16]([NH:18][C:19]2[CH:24]=[C:23]([NH:25][C:26]([C:28]3[CH:33]=[CH:32][N:31]=[C:30]([N:34]4[CH2:39][CH2:38][O:37][CH2:36][CH2:35]4)[CH:29]=3)=[O:27])[CH:22]=[CH:21][C:20]=2[CH3:40])=[O:17])=[CH:12][CH:11]=1. (3) Given the product [CH3:1][O:2][C:3]1[C:11]2[NH:10][C:9]([C:12]3[S:13][CH:14]=[CH:15][CH:16]=3)=[N:8][C:7]=2[C:6]([C:17]([NH:20][CH:21]2[CH2:25][CH2:24][N:23]([C:26]([O:28][C:29]([CH3:32])([CH3:31])[CH3:30])=[O:27])[CH2:22]2)=[O:19])=[CH:5][CH:4]=1, predict the reactants needed to synthesize it. The reactants are: [CH3:1][O:2][C:3]1[C:11]2[N:10]=[C:9]([C:12]3[S:13][CH:14]=[CH:15][CH:16]=3)[NH:8][C:7]=2[C:6]([C:17]([OH:19])=O)=[CH:5][CH:4]=1.[NH2:20][CH:21]1[CH2:25][CH2:24][N:23]([C:26]([O:28][C:29]([CH3:32])([CH3:31])[CH3:30])=[O:27])[CH2:22]1. (4) Given the product [CH2:1]([N:27]1[C:17]2=[N:18][C:19]([C:20]3[CH:21]=[CH:22][C:23]([CH3:26])=[CH:24][CH:25]=3)=[C:14]([C:11]3[CH:12]=[CH:13][C:8]([CH3:31])=[CH:9][CH:10]=3)[N:15]=[C:16]2[CH2:30][CH2:29][CH2:28]1)[CH2:2][CH2:3][CH2:4][CH:5]=[CH2:6], predict the reactants needed to synthesize it. The reactants are: [CH:1](=O)[CH2:2][CH2:3][CH2:4][CH:5]=[CH2:6].[C:8]1([CH3:31])[CH:13]=[CH:12][C:11]([C:14]2[N:15]=[C:16]3[CH2:30][CH2:29][CH2:28][NH:27][C:17]3=[N:18][C:19]=2[C:20]2[CH:25]=[CH:24][C:23]([CH3:26])=[CH:22][CH:21]=2)=[CH:10][CH:9]=1.C(O[BH-](OC(=O)C)OC(=O)C)(=O)C.[Na+]. (5) Given the product [Cl:1][C:2]1[CH:3]=[CH:4][C:5]([O:10][CH2:11][C:12]2[CH:17]=[CH:16][C:15]([Br:18])=[CH:14][C:13]=2[F:19])=[C:6]([C:7](=[O:8])[CH2:21][CH2:20][C:22](=[O:23])[CH3:24])[CH:9]=1, predict the reactants needed to synthesize it. The reactants are: [Cl:1][C:2]1[CH:3]=[CH:4][C:5]([O:10][CH2:11][C:12]2[CH:17]=[CH:16][C:15]([Br:18])=[CH:14][C:13]=2[F:19])=[C:6]([CH:9]=1)[CH:7]=[O:8].[CH:20]([C:22]([CH3:24])=[O:23])=[CH2:21].C(N(CC)CC)C. (6) Given the product [F:31][C:29]1[CH:30]=[C:25]([C:23]2[O:22][N:21]=[C:20]([CH2:19][N:4]3[C:5]4[C:10](=[C:9]([C:12]([F:15])([F:13])[F:14])[C:8]([C:16]#[N:17])=[CH:7][CH:6]=4)[CH:11]=[C:3]3[CH2:1][CH3:2])[N:24]=2)[CH:26]=[C:27]([F:32])[CH:28]=1, predict the reactants needed to synthesize it. The reactants are: [CH2:1]([C:3]1[NH:4][C:5]2[C:10]([CH:11]=1)=[C:9]([C:12]([F:15])([F:14])[F:13])[C:8]([C:16]#[N:17])=[CH:7][CH:6]=2)[CH3:2].Cl[CH2:19][C:20]1[N:24]=[C:23]([C:25]2[CH:30]=[C:29]([F:31])[CH:28]=[C:27]([F:32])[CH:26]=2)[O:22][N:21]=1. (7) Given the product [OH:10][C:8]1[C:2]([CH3:1])=[C:3]([OH:4])[N:16]=[CH:14][N:15]=1, predict the reactants needed to synthesize it. The reactants are: [CH3:1][CH:2]([C:8]([O:10]CC)=O)[C:3](OCC)=[O:4].Cl.[CH:14]([NH2:16])=[NH:15].C[O-].[Na+]. (8) Given the product [NH2:25][CH2:24][CH2:23][CH2:22][CH2:21][C:18]1[CH:17]=[CH:16][C:15]([C:13]2[CH:12]=[CH:11][N:10]=[C:9]([NH:8][CH:6]3[CH2:5][C:4]([CH3:27])([CH3:26])[NH:3][C:2]([CH3:28])([CH3:1])[CH2:7]3)[N:14]=2)=[CH:20][CH:19]=1, predict the reactants needed to synthesize it. The reactants are: [CH3:1][C:2]1([CH3:28])[CH2:7][CH:6]([NH:8][C:9]2[N:14]=[C:13]([C:15]3[CH:20]=[CH:19][C:18]([CH2:21][CH2:22][CH2:23][C:24]#[N:25])=[CH:17][CH:16]=3)[CH:12]=[CH:11][N:10]=2)[CH2:5][C:4]([CH3:27])([CH3:26])[NH:3]1.[H-].[H-].[H-].[H-].[Li+].[Al+3]. (9) Given the product [Cl:16][C:17]1[CH:22]=[CH:21][C:20]([C:23]2([CH2:27][N:11]3[CH2:12][CH2:13][CH2:14][CH:9]([CH2:8][C@@H:7]([C:1]4[CH:2]=[CH:3][CH:4]=[CH:5][CH:6]=4)[OH:15])[CH2:10]3)[CH2:26][CH2:25][CH2:24]2)=[CH:19][CH:18]=1, predict the reactants needed to synthesize it. The reactants are: [C:1]1([C:7](=[O:15])[CH2:8][C@@H:9]2[CH2:14][CH2:13][CH2:12][NH:11][CH2:10]2)[CH:6]=[CH:5][CH:4]=[CH:3][CH:2]=1.[Cl:16][C:17]1[CH:22]=[CH:21][C:20]([C:23]2([C:27](O)=O)[CH2:26][CH2:25][CH2:24]2)=[CH:19][CH:18]=1.C(N(C(C)C)CC)(C)C.C1(C(=O)C)C=CC=CC=1.[H-].[Al+3].[Li+].[H-].[H-].[H-].